This data is from Full USPTO retrosynthesis dataset with 1.9M reactions from patents (1976-2016). The task is: Predict the reactants needed to synthesize the given product. Given the product [C:34]([O:33][C:31](=[O:32])[NH:30][C:27]1[CH:26]=[CH:25][C:24]([O:23][C:12]2[C:13]3[C:18](=[CH:17][C:16]([O:21][CH3:22])=[CH:15][CH:14]=3)[CH:19]=[CH:20][C:11]=2[C:8]2[CH:7]=[CH:6][C:5]([S:2]([CH3:1])(=[O:3])=[O:4])=[CH:10][CH:9]=2)=[CH:29][CH:28]=1)([CH3:37])([CH3:36])[CH3:35], predict the reactants needed to synthesize it. The reactants are: [CH3:1][S:2]([C:5]1[CH:10]=[CH:9][C:8]([C:11]2[CH:20]=[CH:19][C:18]3[C:13](=[CH:14][CH:15]=[C:16]([O:21][CH3:22])[CH:17]=3)[C:12]=2[O:23][C:24]2[CH:29]=[CH:28][C:27]([NH2:30])=[CH:26][CH:25]=2)=[CH:7][CH:6]=1)(=[O:4])=[O:3].[C:31](O[C:31]([O:33][C:34]([CH3:37])([CH3:36])[CH3:35])=[O:32])([O:33][C:34]([CH3:37])([CH3:36])[CH3:35])=[O:32].